The task is: Predict the reaction yield, written as a fraction of the theoretical maximum amount of product (1.0 means a 100% yield; for example, 0.34 means a 34% yield).. This data is from Reaction yield outcomes from USPTO patents with 853,638 reactions. (1) The reactants are Cl[C:2]1[C:11]2[C:6](=[CH:7][CH:8]=[CH:9][CH:10]=2)[C:5](=[O:12])[NH:4][N:3]=1.CC1(C)C(C)(C)OB([C:21]2[CH:26]=[CH:25][C:24]([CH2:27][C:28]([O:30][CH2:31][CH3:32])=[O:29])=[CH:23][CH:22]=2)O1.[O-]P([O-])([O-])=O.[K+].[K+].[K+].O1CCOCC1. The catalyst is C1C=CC([P]([Pd]([P](C2C=CC=CC=2)(C2C=CC=CC=2)C2C=CC=CC=2)([P](C2C=CC=CC=2)(C2C=CC=CC=2)C2C=CC=CC=2)[P](C2C=CC=CC=2)(C2C=CC=CC=2)C2C=CC=CC=2)(C2C=CC=CC=2)C2C=CC=CC=2)=CC=1.O. The product is [O:12]=[C:5]1[C:6]2[C:11](=[CH:10][CH:9]=[CH:8][CH:7]=2)[C:2]([C:21]2[CH:26]=[CH:25][C:24]([CH2:27][C:28]([O:30][CH2:31][CH3:32])=[O:29])=[CH:23][CH:22]=2)=[N:3][NH:4]1. The yield is 0.460. (2) The reactants are [H-].[Al+3].[Li+].[H-].[H-].[H-].[CH3:7][C:8]1[CH:39]=[CH:38][C:11]([CH2:12][N:13]2[C:21]3[C:16](=[CH:17][C:18]([C:22]4[CH:27]=[CH:26][C:25]([O:28][C:29]([F:32])([F:31])[F:30])=[CH:24][CH:23]=4)=[CH:19][CH:20]=3)[CH:15]=[C:14]2[C:33](OCC)=[O:34])=[CH:10][CH:9]=1. The catalyst is C(OCC)C. The product is [CH3:7][C:8]1[CH:9]=[CH:10][C:11]([CH2:12][N:13]2[C:21]3[C:16](=[CH:17][C:18]([C:22]4[CH:27]=[CH:26][C:25]([O:28][C:29]([F:31])([F:32])[F:30])=[CH:24][CH:23]=4)=[CH:19][CH:20]=3)[CH:15]=[C:14]2[CH2:33][OH:34])=[CH:38][CH:39]=1. The yield is 0.860. (3) The catalyst is O1CCCC1.CO. The yield is 0.950. The reactants are [Br:1][C:2]1[C:3]([F:22])=[C:4]([C:9]([CH3:21])=[C:10]([N:12]([CH2:19][CH3:20])[CH:13]2[CH2:18][CH2:17][O:16][CH2:15][CH2:14]2)[CH:11]=1)[C:5]([O:7]C)=[O:6].[OH-].[Na+].Cl. The product is [Br:1][C:2]1[C:3]([F:22])=[C:4]([C:9]([CH3:21])=[C:10]([N:12]([CH2:19][CH3:20])[CH:13]2[CH2:18][CH2:17][O:16][CH2:15][CH2:14]2)[CH:11]=1)[C:5]([OH:7])=[O:6]. (4) The reactants are Br[C:2]1[C:3]2[N:18]=[C:17]([C:19]3[C:24]([F:25])=[CH:23][CH:22]=[CH:21][C:20]=3[Cl:26])[S:16][C:4]=2[C:5]([NH:8][C:9]2[CH:14]=[C:13]([CH3:15])[N:12]=[CH:11][N:10]=2)=[N:6][CH:7]=1.[CH3:27][N:28](CCN(C)C)C. The catalyst is [C-]#N.[C-]#N.[Zn+2].C1C=CC(/C=C/C(/C=C/C2C=CC=CC=2)=O)=CC=1.C1C=CC(/C=C/C(/C=C/C2C=CC=CC=2)=O)=CC=1.C1C=CC(/C=C/C(/C=C/C2C=CC=CC=2)=O)=CC=1.[Pd].[Pd].C1C=CC(P(C2C=CC=CC=2)[C-]2C=CC=C2)=CC=1.C1C=CC(P(C2C=CC=CC=2)[C-]2C=CC=C2)=CC=1.[Fe+2].CN(C=O)C. The product is [Cl:26][C:20]1[CH:21]=[CH:22][CH:23]=[C:24]([F:25])[C:19]=1[C:17]1[S:16][C:4]2[C:5]([NH:8][C:9]3[CH:14]=[C:13]([CH3:15])[N:12]=[CH:11][N:10]=3)=[N:6][CH:7]=[C:2]([C:27]#[N:28])[C:3]=2[N:18]=1. The yield is 0.0960. (5) The reactants are Br[C:2]1[C:10]2[O:9][C:8]([CH2:11][CH2:12][C:13]#[C:14][C:15]3[CH:20]=[CH:19][CH:18]=[CH:17][N:16]=3)=[N:7][C:6]=2[CH:5]=[C:4]([F:21])[CH:3]=1.C([O-])(O)=O.[Na+].[C:27]1(B(O)O)[CH:32]=[CH:31][CH:30]=[CH:29][CH:28]=1.CCOC(C)=O. The catalyst is O1CCOCC1.[Cl-].[Na+].O.C1C=CC([P]([Pd]([P](C2C=CC=CC=2)(C2C=CC=CC=2)C2C=CC=CC=2)([P](C2C=CC=CC=2)(C2C=CC=CC=2)C2C=CC=CC=2)[P](C2C=CC=CC=2)(C2C=CC=CC=2)C2C=CC=CC=2)(C2C=CC=CC=2)C2C=CC=CC=2)=CC=1. The product is [F:21][C:4]1[CH:3]=[C:2]([C:27]2[CH:32]=[CH:31][CH:30]=[CH:29][CH:28]=2)[C:10]2[O:9][C:8]([CH2:11][CH2:12][C:13]#[C:14][C:15]3[CH:20]=[CH:19][CH:18]=[CH:17][N:16]=3)=[N:7][C:6]=2[CH:5]=1. The yield is 0.870. (6) The reactants are [Cl:1][C:2]1[CH:3]=[C:4]2[C:9](=[CH:10][C:11]=1[O:12][C:13]1[CH:18]=[CH:17][C:16]([C:19](=[O:32])[NH:20][CH2:21][CH2:22]/[CH:23]=[CH:24]\[C:25]3[CH:30]=[CH:29][CH:28]=[CH:27][C:26]=3[Cl:31])=[CH:15][CH:14]=1)[O:8][CH2:7][CH2:6][CH:5]2[C:33]([O-:35])=[O:34].[Na+:36].[H][H]. The catalyst is CO.[Pt](=O)=O. The product is [Cl:1][C:2]1[CH:3]=[C:4]2[C:9](=[CH:10][C:11]=1[O:12][C:13]1[CH:14]=[CH:15][C:16]([C:19](=[O:32])[NH:20][CH2:21][CH2:22][CH2:23][CH2:24][C:25]3[CH:30]=[CH:29][CH:28]=[CH:27][C:26]=3[Cl:31])=[CH:17][CH:18]=1)[O:8][CH2:7][CH2:6][CH:5]2[C:33]([O-:35])=[O:34].[Na+:36]. The yield is 0.870.